The task is: Predict the reactants needed to synthesize the given product.. This data is from Full USPTO retrosynthesis dataset with 1.9M reactions from patents (1976-2016). (1) Given the product [F:8][C:7]1[C:6]([NH:9][C:10]2[CH:15]=[CH:14][C:13]([I:16])=[CH:12][C:11]=2[F:17])=[C:5]([NH:18][S:23]([CH2:19][CH2:20][CH2:21][CH3:22])(=[O:25])=[O:24])[CH:4]=[CH:3][C:2]=1[F:1], predict the reactants needed to synthesize it. The reactants are: [F:1][C:2]1[C:7]([F:8])=[C:6]([NH:9][C:10]2[CH:15]=[CH:14][C:13]([I:16])=[CH:12][C:11]=2[F:17])[C:5]([NH2:18])=[CH:4][CH:3]=1.[CH2:19]([S:23](Cl)(=[O:25])=[O:24])[CH2:20][CH2:21][CH3:22]. (2) The reactants are: C([O:4][C:5]1[CH:10]=[C:9]([CH2:11][CH:12]([CH3:14])[CH3:13])[N:8]([CH3:15])[C:7](=[O:16])[C:6]=1[C:17]1[CH:22]=[CH:21][CH:20]=[CH:19][CH:18]=1)(=O)C.C[O-].[Na+]. Given the product [OH:4][C:5]1[CH:10]=[C:9]([CH2:11][CH:12]([CH3:14])[CH3:13])[N:8]([CH3:15])[C:7](=[O:16])[C:6]=1[C:17]1[CH:18]=[CH:19][CH:20]=[CH:21][CH:22]=1, predict the reactants needed to synthesize it. (3) Given the product [Cl:1][C:2]1[CH:3]=[C:4]([CH:5]=[CH:6][CH:7]=1)[O:8][CH2:9][C@H:10]([CH3:13])[CH2:11][N:28]1[CH2:29][CH2:30][CH:25]([C:21]2[CH:20]=[C:19]([NH:18][C:16](=[O:17])[CH:15]([CH3:14])[CH3:31])[CH:24]=[CH:23][CH:22]=2)[CH2:26][CH2:27]1, predict the reactants needed to synthesize it. The reactants are: [Cl:1][C:2]1[CH:7]=[CH:6][CH:5]=[C:4]([O:8][CH2:9][C@H:10]([CH3:13])[CH2:11]Cl)[CH:3]=1.[CH3:14][CH:15]([CH3:31])[C:16]([NH:18][C:19]1[CH:24]=[CH:23][CH:22]=[C:21]([CH:25]2[CH2:30][CH2:29][NH:28][CH2:27][CH2:26]2)[CH:20]=1)=[O:17]. (4) Given the product [C:40]12([CH2:50][C:51]([NH:53][C:54]3[CH:63]=[CH:62][CH:61]=[C:60]4[C:55]=3[CH:56]=[CH:57][C:58]([CH2:3][CH2:2][CH2:1][N:4]([C@H:12]([CH3:22])[CH2:13][O:14][Si:15]([C:18]([CH3:21])([CH3:20])[CH3:19])([CH3:17])[CH3:16])[C:5](=[O:11])[O:6][C:7]([CH3:10])([CH3:9])[CH3:8])=[N:59]4)=[O:52])[CH2:47][CH:46]3[CH2:48][CH:42]([CH2:43][CH:44]([CH2:45]3)[CH2:49]1)[CH2:41]2, predict the reactants needed to synthesize it. The reactants are: [CH2:1]([N:4]([C@H:12]([CH3:22])[CH2:13][O:14][Si:15]([C:18]([CH3:21])([CH3:20])[CH3:19])([CH3:17])[CH3:16])[C:5](=[O:11])[O:6][C:7]([CH3:10])([CH3:9])[CH3:8])[CH:2]=[CH2:3].C12BC(CCC1)CCC2.P([O-])([O-])([O-])=O.[K+].[K+].[K+].[C:40]12([CH2:50][C:51]([NH:53][C:54]3[CH:63]=[CH:62][CH:61]=[C:60]4[C:55]=3[CH:56]=[CH:57][C:58](Cl)=[N:59]4)=[O:52])[CH2:49][CH:44]3[CH2:45][CH:46]([CH2:48][CH:42]([CH2:43]3)[CH2:41]1)[CH2:47]2. (5) Given the product [CH2:1]([O:3][C:4]([N:6]1[CH2:11][CH2:10][N:9]([C:12](=[O:47])[C@@H:13]([NH:23][C:24]([C:26]2[CH:30]=[C:29]([O:31][C:32]3([C:36]([OH:38])=[O:37])[CH2:33][CH2:34][CH2:35]3)[N:28]([C:41]3[CH:46]=[CH:45][CH:44]=[CH:43][CH:42]=3)[N:27]=2)=[O:25])[CH2:14][CH2:15][C:16]([O:18][C:19]([CH3:22])([CH3:21])[CH3:20])=[O:17])[CH2:8][CH2:7]1)=[O:5])[CH3:2], predict the reactants needed to synthesize it. The reactants are: [CH2:1]([O:3][C:4]([N:6]1[CH2:11][CH2:10][N:9]([C:12](=[O:47])[C@@H:13]([NH:23][C:24]([C:26]2[CH:30]=[C:29]([O:31][C:32]3([C:36]([O:38]CC)=[O:37])[CH2:35][CH2:34][CH2:33]3)[N:28]([C:41]3[CH:46]=[CH:45][CH:44]=[CH:43][CH:42]=3)[N:27]=2)=[O:25])[CH2:14][CH2:15][C:16]([O:18][C:19]([CH3:22])([CH3:21])[CH3:20])=[O:17])[CH2:8][CH2:7]1)=[O:5])[CH3:2].[OH-].[Na+].Cl. (6) The reactants are: Br[C:2]1[N:7]=[C:6]([Cl:8])[C:5]2[N:9]=[C:10]([C:14]3[C:15]([NH2:19])=[N:16][O:17][N:18]=3)[N:11]([CH2:12][CH3:13])[C:4]=2[CH:3]=1.C([O-])([O-])=O.[K+].[K+].O1CCO[CH2:28][CH2:27]1. Given the product [Cl:8][C:6]1[C:5]2[N:9]=[C:10]([C:14]3[C:15]([NH2:19])=[N:16][O:17][N:18]=3)[N:11]([CH2:12][CH3:13])[C:4]=2[CH:3]=[C:2]([CH:27]=[CH2:28])[N:7]=1, predict the reactants needed to synthesize it.